Dataset: Full USPTO retrosynthesis dataset with 1.9M reactions from patents (1976-2016). Task: Predict the reactants needed to synthesize the given product. (1) Given the product [Cl:34][C:30]1[CH:29]=[C:28]([CH:33]=[CH:32][CH:31]=1)[C:27]([NH:26][C:23]1[CH:22]=[CH:21][C:20]([NH:19][C:13]2[C:12]3[C:17](=[CH:18][C:9]([OH:8])=[C:10]([O:36][CH3:37])[CH:11]=3)[N:16]=[CH:15][N:14]=2)=[CH:25][N:24]=1)=[O:35], predict the reactants needed to synthesize it. The reactants are: C([O:8][C:9]1[CH:18]=[C:17]2[C:12]([C:13]([NH:19][C:20]3[CH:21]=[CH:22][C:23]([NH:26][C:27](=[O:35])[C:28]4[CH:33]=[CH:32][CH:31]=[C:30]([Cl:34])[CH:29]=4)=[N:24][CH:25]=3)=[N:14][CH:15]=[N:16]2)=[CH:11][C:10]=1[O:36][CH3:37])C1C=CC=CC=1. (2) Given the product [CH3:1][O:2][C:3]1[CH:8]=[C:7]([CH2:9][CH2:11][CH2:12][CH2:13][CH3:14])[CH:6]=[C:5]([O:17][CH3:18])[C:4]=1[B:19]1[O:20][C:21]([CH3:27])([CH3:26])[C:22]([CH3:24])([CH3:25])[O:23]1, predict the reactants needed to synthesize it. The reactants are: [CH3:1][O:2][C:3]1[CH:8]=[C:7]([C:9](C)([CH2:11][CH2:12][CH2:13][CH2:14]C)C)[CH:6]=[C:5]([O:17][CH3:18])[C:4]=1[B:19]1[O:23][C:22]([CH3:25])([CH3:24])[C:21]([CH3:27])([CH3:26])[O:20]1.[Li]CCCC.B1(OC(C)C)OC(C)(C)C(C)(C)O1. (3) The reactants are: C1C=C(Cl)C=C(C(OO)=[O:9])C=1.[CH3:12][N:13]([C:22]1[CH:27]=[CH:26][CH:25]=[C:24]([C:28]2[CH:33]=[CH:32][CH:31]=[CH:30][CH:29]=2)[N:23]=1)[C:14]1[CH:19]=[CH:18][N:17]=[C:16]([S:20][CH3:21])[N:15]=1. Given the product [CH3:12][N:13]([C:22]1[CH:27]=[CH:26][CH:25]=[C:24]([C:28]2[CH:33]=[CH:32][CH:31]=[CH:30][CH:29]=2)[N:23]=1)[C:14]1[CH:19]=[CH:18][N:17]=[C:16]([S:20]([CH3:21])=[O:9])[N:15]=1, predict the reactants needed to synthesize it. (4) Given the product [F:21][C:22]([F:35])([F:34])[S:23]([O:13][CH:8]([C:5]1[CH:6]=[N:7][C:2]([Cl:1])=[CH:3][CH:4]=1)[C:9]([F:10])([F:11])[F:12])(=[O:25])=[O:24], predict the reactants needed to synthesize it. The reactants are: [Cl:1][C:2]1[N:7]=[CH:6][C:5]([CH:8]([OH:13])[C:9]([F:12])([F:11])[F:10])=[CH:4][CH:3]=1.C(N(CC)CC)C.[F:21][C:22]([F:35])([F:34])[S:23](O[S:23]([C:22]([F:35])([F:34])[F:21])(=[O:25])=[O:24])(=[O:25])=[O:24].CCCCCC. (5) Given the product [CH3:26][C:21]1([CH3:27])[C:22]([CH3:25])([CH3:24])[O:23][B:19]([C:2]2[CH:7]=[CH:6][CH:5]=[CH:4][C:3]=2[CH2:8][C:9]([O:11][CH3:12])=[O:10])[O:20]1, predict the reactants needed to synthesize it. The reactants are: Br[C:2]1[CH:7]=[CH:6][CH:5]=[CH:4][C:3]=1[CH2:8][C:9]([O:11][CH3:12])=[O:10].O1CCOCC1.[B:19]1([B:19]2[O:23][C:22]([CH3:25])([CH3:24])[C:21]([CH3:27])([CH3:26])[O:20]2)[O:23][C:22]([CH3:25])([CH3:24])[C:21]([CH3:27])([CH3:26])[O:20]1.C([O-])(=O)C.[K+]. (6) Given the product [CH3:12][O:13][CH2:2][C:3]1[NH:4][C:5]2[CH:11]=[CH:10][CH:9]=[CH:8][C:6]=2[N:7]=1, predict the reactants needed to synthesize it. The reactants are: Cl[CH2:2][C:3]1[NH:4][C:5]2[CH:11]=[CH:10][CH:9]=[CH:8][C:6]=2[N:7]=1.[CH3:12][OH:13].C[O-].[Na+].O. (7) Given the product [C:15]1([C@H:13]([N:12]2[CH2:8][CH2:9][C@H:10]([CH2:21][OH:22])[CH2:11]2)[CH3:14])[CH:16]=[CH:17][CH:18]=[CH:19][CH:20]=1, predict the reactants needed to synthesize it. The reactants are: [H-].[Al+3].[Li+].[H-].[H-].[H-].O=[C:8]1[N:12]([C@@H:13]([C:15]2[CH:20]=[CH:19][CH:18]=[CH:17][CH:16]=2)[CH3:14])[CH2:11][C@@H:10]([C:21](OC)=[O:22])[CH2:9]1. (8) Given the product [NH2:15][C:13]1[CH:12]=[C:11]([C:18]2[N:23]=[C:22]([C:24]3([OH:28])[CH2:27][CH2:26][CH2:25]3)[CH:21]=[CH:20][CH:19]=2)[CH:10]=[C:9]([N:3]2[CH2:8][CH2:7][O:6][CH2:5][CH2:4]2)[CH:14]=1, predict the reactants needed to synthesize it. The reactants are: [Cl-].[NH4+].[N:3]1([C:9]2[CH:10]=[C:11]([C:18]3[N:23]=[C:22]([C:24]4([OH:28])[CH2:27][CH2:26][CH2:25]4)[CH:21]=[CH:20][CH:19]=3)[CH:12]=[C:13]([N+:15]([O-])=O)[CH:14]=2)[CH2:8][CH2:7][O:6][CH2:5][CH2:4]1.O. (9) Given the product [ClH:19].[CH:1]1([CH2:4][C:5]2[O:6][C:7]3[C:17]([N:18]=2)=[CH:16][C:10]2[CH2:11][CH2:12][N:13]([CH2:20][CH2:21][CH2:22][S:23][C:24]4[N:25]([CH3:40])[C:26]([C:29]5[CH:38]=[CH:37][CH:36]=[C:35]6[C:30]=5[CH:31]=[CH:32][C:33]([CH3:39])=[N:34]6)=[N:27][N:28]=4)[CH2:14][CH2:15][C:9]=2[CH:8]=3)[CH2:2][CH2:3]1, predict the reactants needed to synthesize it. The reactants are: [CH:1]1([CH2:4][C:5]2[O:6][C:7]3[C:17]([N:18]=2)=[CH:16][C:10]2[CH2:11][CH2:12][NH:13][CH2:14][CH2:15][C:9]=2[CH:8]=3)[CH2:3][CH2:2]1.[Cl:19][CH2:20][CH2:21][CH2:22][S:23][C:24]1[N:25]([CH3:40])[C:26]([C:29]2[CH:38]=[CH:37][CH:36]=[C:35]3[C:30]=2[CH:31]=[CH:32][C:33]([CH3:39])=[N:34]3)=[N:27][N:28]=1. (10) Given the product [C:4]([O:3][C:1]([N:8]1[CH2:13][CH2:12][CH:11]([CH2:14][NH:15][C:16]([NH:23][C:27]2[CH:26]=[CH:38][CH:39]=[CH:34][C:35]=2[CH2:40][C:41](=[O:42])[NH2:43])=[S:17])[CH2:10][CH2:9]1)=[O:2])([CH3:7])([CH3:6])[CH3:5], predict the reactants needed to synthesize it. The reactants are: [C:1]([N:8]1[CH2:13][CH2:12][CH:11]([CH2:14][NH2:15])[CH2:10][CH2:9]1)([O:3][C:4]([CH3:7])([CH3:6])[CH3:5])=[O:2].[C:16]([N:23]1[CH:27]=[CH:26]N=C1)(N1C=CN=C1)=[S:17].N1C=CN=C1.N[C:34]1[CH:39]=[CH:38]C=C[C:35]=1[CH2:40][C:41]([NH2:43])=[O:42].